This data is from Reaction yield outcomes from USPTO patents with 853,638 reactions. The task is: Predict the reaction yield, written as a fraction of the theoretical maximum amount of product (1.0 means a 100% yield; for example, 0.34 means a 34% yield). (1) The reactants are Br[C:2]1[C:3](=[O:16])[N:4]([CH3:15])[C:5](=[O:14])[C:6]=1[N:7]1[CH2:12][CH2:11][C:10](=[O:13])[CH2:9][CH2:8]1.CC1(C)C(C)(C)OB([C:25]2[CH:42]=[CH:41][C:28]([O:29][CH2:30][C:31]3[CH:40]=[CH:39][C:38]4[C:33](=[CH:34][CH:35]=[CH:36][CH:37]=4)[N:32]=3)=[CH:27][CH:26]=2)O1.C([O-])([O-])=O.[Na+].[Na+]. The catalyst is O1CCOCC1.O.C1C=CC([P]([Pd]([P](C2C=CC=CC=2)(C2C=CC=CC=2)C2C=CC=CC=2)([P](C2C=CC=CC=2)(C2C=CC=CC=2)C2C=CC=CC=2)[P](C2C=CC=CC=2)(C2C=CC=CC=2)C2C=CC=CC=2)(C2C=CC=CC=2)C2C=CC=CC=2)=CC=1. The product is [CH3:15][N:4]1[C:3](=[O:16])[C:2]([C:25]2[CH:26]=[CH:27][C:28]([O:29][CH2:30][C:31]3[CH:40]=[CH:39][C:38]4[C:33](=[CH:34][CH:35]=[CH:36][CH:37]=4)[N:32]=3)=[CH:41][CH:42]=2)=[C:6]([N:7]2[CH2:12][CH2:11][C:10](=[O:13])[CH2:9][CH2:8]2)[C:5]1=[O:14]. The yield is 0.520. (2) The reactants are [Br:1][C:2]1[CH:7]=[CH:6][C:5]([C@H:8]2[CH2:12][CH2:11][C:10](=O)[CH2:9]2)=[CH:4][CH:3]=1.CO.C([O-])(=O)C.[Na+].Cl.[NH2:22][OH:23]. The catalyst is CC(OC)(C)C. The product is [Br:1][C:2]1[CH:7]=[CH:6][C:5]([C@H:8]2[CH2:12][CH2:11][C:10](=[N:22][OH:23])[CH2:9]2)=[CH:4][CH:3]=1. The yield is 0.950. (3) The reactants are N[C:2]1[CH:7]=[CH:6][CH:5]=[CH:4][CH:3]=1.[ClH:8].N([O-])=O.[Na+].[C:13]([O:17][CH3:18])(=[O:16])[CH:14]=[CH2:15]. The catalyst is CC(C)=O.O.[Cu]Cl. The product is [Cl:8][CH:14]([CH2:15][C:2]1[CH:7]=[CH:6][CH:5]=[CH:4][CH:3]=1)[C:13]([O:17][CH3:18])=[O:16]. The yield is 0.660. (4) The yield is 0.190. The catalyst is CO.[Ni]. The product is [C:1]([C:5]1[C:13]2[C:8](=[CH:9][CH:10]=[C:11]([NH2:14])[CH:12]=2)[NH:7][CH:6]=1)([CH3:4])([CH3:2])[CH3:3]. The reactants are [C:1]([C:5]1[C:13]2[C:8](=[CH:9][CH:10]=[C:11]([N+:14]([O-])=O)[CH:12]=2)[NH:7][CH:6]=1)([CH3:4])([CH3:3])[CH3:2]. (5) The reactants are [OH:1][C@@H:2]1[CH2:6][C:5](=[O:7])[C:4]([CH2:8]/[CH:9]=[CH:10]\[CH2:11][CH2:12][CH2:13][C:14]([O:16][CH:17]([CH3:19])[CH3:18])=[O:15])=[CH:3]1.[C:20]1(/[CH:26]=[CH:27]/B(O)O)[CH:25]=[CH:24][CH:23]=[CH:22][CH:21]=1.[OH-].[K+]. The catalyst is CO. The product is [OH:1][C@@H:2]1[CH2:6][C:5](=[O:7])[C@H:4]([CH2:8]/[CH:9]=[CH:10]\[CH2:11][CH2:12][CH2:13][C:14]([O:16][CH:17]([CH3:19])[CH3:18])=[O:15])[C@H:3]1/[CH:27]=[CH:26]/[C:20]1[CH:25]=[CH:24][CH:23]=[CH:22][CH:21]=1. The yield is 0.390.